This data is from Peptide-MHC class II binding affinity with 134,281 pairs from IEDB. The task is: Regression. Given a peptide amino acid sequence and an MHC pseudo amino acid sequence, predict their binding affinity value. This is MHC class II binding data. (1) The peptide sequence is GKWYLKAMTADQEVPE. The MHC is HLA-DPA10201-DPB10501 with pseudo-sequence HLA-DPA10201-DPB10501. The binding affinity (normalized) is 0.273. (2) The peptide sequence is GSILKISNKYHTKGD. The MHC is DRB1_0401 with pseudo-sequence DRB1_0401. The binding affinity (normalized) is 0.318. (3) The peptide sequence is AAVDKDAVIVAAAGN. The MHC is DRB1_1101 with pseudo-sequence DRB1_1101. The binding affinity (normalized) is 0.531. (4) The peptide sequence is RVPLTSNNGIKQQGI. The MHC is HLA-DPA10201-DPB10101 with pseudo-sequence HLA-DPA10201-DPB10101. The binding affinity (normalized) is 0.378. (5) The peptide sequence is LGALDSPREIGSLLH. The MHC is DRB1_0101 with pseudo-sequence DRB1_0101. The binding affinity (normalized) is 0.747.